This data is from Reaction yield outcomes from USPTO patents with 853,638 reactions. The task is: Predict the reaction yield, written as a fraction of the theoretical maximum amount of product (1.0 means a 100% yield; for example, 0.34 means a 34% yield). (1) The reactants are [O:1]1[CH2:6][CH2:5][CH:4]([OH:7])[CH2:3][CH2:2]1.[H-].[Na+].Cl[C:11]1[C:12]2[N:20]=[C:19]([Cl:21])[CH:18]=[CH:17][C:13]=2[N:14]=[CH:15][N:16]=1. The catalyst is CN(C=O)C. The product is [Cl:21][C:19]1[CH:18]=[CH:17][C:13]2[N:14]=[CH:15][N:16]=[C:11]([O:7][CH:4]3[CH2:5][CH2:6][O:1][CH2:2][CH2:3]3)[C:12]=2[N:20]=1. The yield is 0.570. (2) The reactants are [C:1]([O:5][C:6]([N:8]1[CH2:13][CH2:12][CH:11]([OH:14])[CH2:10][CH2:9]1)=[O:7])([CH3:4])([CH3:3])[CH3:2].[F:15][C:16]1[CH:21]=[C:20]([N+:22]([O-:24])=[O:23])[CH:19]=[CH:18][C:17]=1O.C1(P(C2C=CC=CC=2)C2C=CC=CC=2)C=CC=CC=1.N(C(OCC)=O)=NC(OCC)=O. The catalyst is ClCCl. The product is [C:1]([O:5][C:6]([N:8]1[CH2:13][CH2:12][CH:11]([O:14][C:17]2[CH:18]=[CH:19][C:20]([N+:22]([O-:24])=[O:23])=[CH:21][C:16]=2[F:15])[CH2:10][CH2:9]1)=[O:7])([CH3:4])([CH3:2])[CH3:3]. The yield is 0.730. (3) The reactants are Cl[C:2]1[CH:7]=[C:6]([N:8]([CH:16]2[CH2:18][CH2:17]2)C(=O)OC(C)(C)C)[N:5]2[N:19]=[CH:20][C:21](/[CH:22]=[C:23]3\[NH:24][C:25](=[O:29])[NH:26][C:27]\3=[O:28])=[C:4]2[N:3]=1.[Cl:30][C:31]1[CH:32]=[C:33]([CH:36]=[CH:37][C:38]=1[OH:39])[C:34]#[N:35].C([O-])([O-])=O.[K+].[K+].O. The catalyst is CN(C=O)C. The product is [Cl:30][C:31]1[CH:32]=[C:33]([CH:36]=[CH:37][C:38]=1[O:39][C:2]1[CH:7]=[C:6]([NH:8][CH:16]2[CH2:18][CH2:17]2)[N:5]2[N:19]=[CH:20][C:21](/[CH:22]=[C:23]3\[NH:24][C:25](=[O:29])[NH:26][C:27]\3=[O:28])=[C:4]2[N:3]=1)[C:34]#[N:35]. The yield is 0.570.